From a dataset of Full USPTO retrosynthesis dataset with 1.9M reactions from patents (1976-2016). Predict the reactants needed to synthesize the given product. (1) Given the product [C:9]([CH2:11][C:12]([NH:6][C:5]1[CH:7]=[CH:8][C:2]([F:1])=[CH:3][CH:4]=1)=[O:13])#[N:10], predict the reactants needed to synthesize it. The reactants are: [F:1][C:2]1[CH:8]=[CH:7][C:5]([NH2:6])=[CH:4][CH:3]=1.[C:9]([CH2:11][C:12]([O-])=[O:13])#[N:10].CCN=C=NCCCN(C)C.C1C=CC2N(O)N=NC=2C=1.CCN(CC)CC. (2) Given the product [O:1]1[CH2:6][CH2:5][CH2:4][CH2:3][CH:2]1[N:7]1[CH:15]=[N:14][C:13]2[C:8]1=[N:9][CH:10]=[N:11][C:12]=2[C:26]1[CH:25]=[CH:5][C:4]([CH:17]=[O:20])=[CH:3][CH:2]=1, predict the reactants needed to synthesize it. The reactants are: [O:1]1[CH2:6][CH2:5][CH2:4][CH2:3][CH:2]1[N:7]1[CH:15]=[N:14][C:13]2[C:8]1=[N:9][CH:10]=[N:11][C:12]=2Cl.[C:17]([O-:20])([O-])=O.[K+].[K+].CO[CH2:25][CH2:26]OC. (3) Given the product [CH:9]1([N:14]2[CH2:15][CH2:16][N:17]([C:2]3[N:7]=[C:6]([NH2:8])[CH:5]=[CH:4][N:3]=3)[CH2:18][CH2:19]2)[CH2:10][CH2:11][CH2:12][CH2:13]1, predict the reactants needed to synthesize it. The reactants are: Cl[C:2]1[N:7]=[C:6]([NH2:8])[CH:5]=[CH:4][N:3]=1.[CH:9]1([N:14]2[CH2:19][CH2:18][NH:17][CH2:16][CH2:15]2)[CH2:13][CH2:12][CH2:11][CH2:10]1. (4) Given the product [CH3:1][O:2][CH2:3][O:4][C:5]1[C:13]2[CH:12]=[C:11]([C:25]([OH:24])=[O:19])[S:10][C:9]=2[CH:8]=[CH:7][CH:6]=1, predict the reactants needed to synthesize it. The reactants are: [CH3:1][O:2][CH2:3][O:4][C:5]1[C:13]2[CH:12]=[CH:11][S:10][C:9]=2[CH:8]=[CH:7][CH:6]=1.C([Li])CCC.[OH2:19].Cl.C1[CH2:25][O:24]CC1.